From a dataset of Full USPTO retrosynthesis dataset with 1.9M reactions from patents (1976-2016). Predict the reactants needed to synthesize the given product. (1) The reactants are: Cl[C:2]1[C:11]2[CH:10]=[C:9]([C:12]#[N:13])[CH:8]=[CH:7][C:6]=2[N:5]=[C:4]2[CH2:14][N:15]([CH2:18][CH3:19])[C:16](=[O:17])[C:3]=12.Cl.[Cl:21][C:22]1[CH:23]=[C:24]([CH:27]=[CH:28][C:29]=1[O:30][CH3:31])[CH2:25][NH2:26]. Given the product [Cl:21][C:22]1[CH:23]=[C:24]([CH:27]=[CH:28][C:29]=1[O:30][CH3:31])[CH2:25][NH:26][C:2]1[C:11]2[CH:10]=[C:9]([C:12]#[N:13])[CH:8]=[CH:7][C:6]=2[N:5]=[C:4]2[CH2:14][N:15]([CH2:18][CH3:19])[C:16](=[O:17])[C:3]=12, predict the reactants needed to synthesize it. (2) The reactants are: [Br:1][C:2]1[CH:3]=[C:4]([CH:12]=[C:13]([CH:15]=[O:16])[CH:14]=1)[C:5]([O:7][C:8]([CH3:11])([CH3:10])[CH3:9])=[O:6].C[Si](C)(C)[C:19]([F:22])([F:21])[F:20].[F-].C([N+](CCCC)(CCCC)CCCC)CCC.Cl. Given the product [Br:1][C:2]1[CH:3]=[C:4]([CH:12]=[C:13]([CH:15]([OH:16])[C:19]([F:22])([F:21])[F:20])[CH:14]=1)[C:5]([O:7][C:8]([CH3:11])([CH3:10])[CH3:9])=[O:6], predict the reactants needed to synthesize it. (3) The reactants are: [CH3:1][O:2][C:3]1[C:19]([C:20]([F:23])([F:22])[F:21])=[CH:18][C:6]2[N:7]([CH2:12][C:13]([O:15]CC)=[O:14])[C:8](=[O:11])[CH2:9][O:10][C:5]=2[CH:4]=1.[Li+].[OH-].CC#N.O.FC(F)(F)C(O)=O. Given the product [CH3:1][O:2][C:3]1[C:19]([C:20]([F:23])([F:21])[F:22])=[CH:18][C:6]2[N:7]([CH2:12][C:13]([OH:15])=[O:14])[C:8](=[O:11])[CH2:9][O:10][C:5]=2[CH:4]=1, predict the reactants needed to synthesize it. (4) Given the product [Cl:27][C:20]1[CH:19]=[CH:18][C:17]2[C:22](=[CH:23][C:14]([N:12]3[CH2:13][CH:10]([N:7]4[CH2:8][CH2:9][N:4]([CH:1]([CH3:3])[CH3:2])[CH2:5][CH2:6]4)[CH2:11]3)=[CH:15][N:16]=2)[N:21]=1, predict the reactants needed to synthesize it. The reactants are: [CH:1]([N:4]1[CH2:9][CH2:8][N:7]([CH:10]2[CH2:13][N:12]([C:14]3[CH:23]=[C:22]4[C:17]([CH:18]=[CH:19][C:20](=O)[NH:21]4)=[N:16][CH:15]=3)[CH2:11]2)[CH2:6][CH2:5]1)([CH3:3])[CH3:2].O=P(Cl)(Cl)[Cl:27].